This data is from Full USPTO retrosynthesis dataset with 1.9M reactions from patents (1976-2016). The task is: Predict the reactants needed to synthesize the given product. (1) Given the product [CH:1]1([C:6]([C:8]2[CH:13]=[C:12]([CH3:14])[CH:11]=[CH:10][C:9]=2[NH:15][C:16]([NH:18][C:19]2[S:20][CH:21]=[C:22]([CH2:24][CH2:25][N:27]3[CH2:32][CH2:31][O:30][CH2:29][CH2:28]3)[N:23]=2)=[O:17])=[O:7])[CH2:5][CH2:4][CH2:3][CH2:2]1, predict the reactants needed to synthesize it. The reactants are: [CH:1]1([C:6]([C:8]2[CH:13]=[C:12]([CH3:14])[CH:11]=[CH:10][C:9]=2[NH:15][C:16]([NH:18][C:19]2[S:20][CH:21]=[C:22]([CH2:24][CH:25]=O)[N:23]=2)=[O:17])=[O:7])[CH2:5][CH2:4][CH2:3][CH2:2]1.[NH:27]1[CH2:32][CH2:31][O:30][CH2:29][CH2:28]1. (2) Given the product [F:32][C:29]([F:30])([F:31])[C:26]1[CH:27]=[CH:28][C:23]([N:20]2[CH2:19][CH2:18][N:17]([S:14]([C:10]3[CH:11]=[C:12]4[C:7](=[CH:8][CH:9]=3)[CH2:6][CH:5]([CH2:4][C:3]([OH:33])=[O:2])[CH2:13]4)(=[O:15])=[O:16])[CH2:22][CH2:21]2)=[CH:24][CH:25]=1, predict the reactants needed to synthesize it. The reactants are: C[O:2][C:3](=[O:33])[CH2:4][CH:5]1[CH2:13][C:12]2[C:7](=[CH:8][CH:9]=[C:10]([S:14]([N:17]3[CH2:22][CH2:21][N:20]([C:23]4[CH:28]=[CH:27][C:26]([C:29]([F:32])([F:31])[F:30])=[CH:25][CH:24]=4)[CH2:19][CH2:18]3)(=[O:16])=[O:15])[CH:11]=2)[CH2:6]1.[Li+].[OH-]. (3) Given the product [Cl:35][C:4]1[CH:3]=[C:2]([C:65]2[N:66]=[C:67]([CH3:70])[S:68][CH:69]=2)[CH:7]=[CH:6][C:5]=1[C:8]1[C:19](=[O:20])[N:18]([CH2:21][C@@H:22]2[O:27][CH2:26][CH2:25][N:24]([C:28]([O:30][C:31]([CH3:34])([CH3:33])[CH3:32])=[O:29])[CH2:23]2)[C:11]2[N:12]=[C:13]([S:16][CH3:17])[N:14]=[CH:15][C:10]=2[CH:9]=1, predict the reactants needed to synthesize it. The reactants are: Br[C:2]1[CH:7]=[CH:6][C:5]([C:8]2[C:19](=[O:20])[N:18]([CH2:21][C@@H:22]3[O:27][CH2:26][CH2:25][N:24]([C:28]([O:30][C:31]([CH3:34])([CH3:33])[CH3:32])=[O:29])[CH2:23]3)[C:11]3[N:12]=[C:13]([S:16][CH3:17])[N:14]=[CH:15][C:10]=3[CH:9]=2)=[C:4]([Cl:35])[CH:3]=1.B1(B2OC(C)(C)C(C)(C)O2)OC(C)(C)C(C)(C)O1.CC([O-])=O.[K+].O1CCBO1.Br[C:65]1[N:66]=[C:67]([CH3:70])[S:68][CH:69]=1.